The task is: Predict the reactants needed to synthesize the given product.. This data is from Full USPTO retrosynthesis dataset with 1.9M reactions from patents (1976-2016). (1) Given the product [NH2:1][C:2]1[C:15]([Br:16])=[CH:14][C:5]2[C:6]([C:9]([OH:11])=[O:10])=[CH:7][O:8][C:4]=2[CH:3]=1, predict the reactants needed to synthesize it. The reactants are: [NH2:1][C:2]1[C:15]([Br:16])=[CH:14][C:5]2[C:6]([C:9]([O:11]CC)=[O:10])=[CH:7][O:8][C:4]=2[CH:3]=1.O[Li].O. (2) Given the product [CH3:15][C:10]1([CH3:16])[CH:11]=[C:12]2[C:7](=[C:6]3[C:14]([NH:13]2)=[C:2]([C:31]2[CH:32]=[CH:33][CH:34]=[CH:35][N:30]=2)[C:3]2=[CH:29][C:28]4[C:23]([C:4]2=[CH:5]3)=[CH:24][CH:25]=[CH:26][CH:27]=4)[CH:8]([C:17]2[CH:18]=[CH:19][CH:20]=[CH:21][CH:22]=2)[CH2:9]1, predict the reactants needed to synthesize it. The reactants are: Br[C:2]1[C:3]2[C:4]([C:23]3[C:28]([CH:29]=2)=[CH:27][CH:26]=[CH:25][CH:24]=3)=[CH:5][C:6]2[C:14]=1[NH:13][C:12]1[C:7]=2[CH:8]([C:17]2[CH:22]=[CH:21][CH:20]=[CH:19][CH:18]=2)[CH2:9][C:10]([CH3:16])([CH3:15])[CH:11]=1.[N:30]1[CH:35]=[CH:34][CH:33]=[CH:32][C:31]=1B(O)O.C([O-])([O-])=O.[Na+].[Na+].CCO. (3) Given the product [CH:6]1[C:11]2[CH:12]([CH2:14][O:15][C:16](=[O:17])[NH:18][C@H:19]([CH3:20])[C:21]([C:63]3[C:62]4[C:66](=[C:58]([C:56](=[O:57])[N:55]([CH2:67][CH3:68])[CH2:53][CH3:54])[CH:59]=[CH:60][CH:61]=4)[NH:65][CH:64]=3)=[O:23])[C:13]3[C:1](=[CH:2][CH:3]=[CH:4][CH:5]=3)[C:10]=2[CH:9]=[CH:8][CH:7]=1, predict the reactants needed to synthesize it. The reactants are: [CH:1]1[C:13]2[CH:12]([CH2:14][O:15][C:16]([NH:18][C@@H:19]([C:21]([OH:23])=O)[CH3:20])=[O:17])[C:11]3[C:6](=[CH:7][CH:8]=[CH:9][CH:10]=3)[C:5]=2[CH:4]=[CH:3][CH:2]=1.C(Cl)(=O)C(Cl)=O.C1C2C(COC(N[C@@H](C(Cl)=O)C)=O)C3C(=CC=CC=3)C=2C=CC=1.[CH2:53]([N:55]([CH2:67][CH3:68])[C:56]([C:58]1[CH:59]=[CH:60][CH:61]=[C:62]2[C:66]=1[NH:65][CH:64]=[CH:63]2)=[O:57])[CH3:54].C[Mg]Br.C(OCC)C.Cl. (4) Given the product [NH2:7][C:8]1[CH:13]=[C:12]([CH:11]=[C:10]([N:16]2[CH2:27][CH2:26][C:19]3([C:23](=[O:24])[N:22]([CH3:25])[CH2:21][CH2:20]3)[CH2:18][CH2:17]2)[C:9]=1[Cl:28])[C:14]#[N:15], predict the reactants needed to synthesize it. The reactants are: C(OC(=O)[NH:7][C:8]1[CH:13]=[C:12]([C:14]#[N:15])[CH:11]=[C:10]([N:16]2[CH2:27][CH2:26][C:19]3([C:23](=[O:24])[N:22]([CH3:25])[CH2:21][CH2:20]3)[CH2:18][CH2:17]2)[C:9]=1[Cl:28])(C)(C)C.C(O)(C(F)(F)F)=O. (5) Given the product [F:4][C:5]([F:40])([F:41])[CH2:6][CH2:7][CH2:8][C@@H:9]([C:36]([OH:38])=[O:37])[NH:10][C:11]([C:13]1[C:22]([NH:23][C:24]([NH:26][C:27]2[C:28]([CH3:35])=[CH:29][C:30]([CH3:34])=[CH:31][C:32]=2[CH3:33])=[O:25])=[CH:21][C:20]2[C:15](=[CH:16][CH:17]=[CH:18][CH:19]=2)[CH:14]=1)=[O:12], predict the reactants needed to synthesize it. The reactants are: O.[OH-].[Li+].[F:4][C:5]([F:41])([F:40])[CH2:6][CH2:7][CH2:8][C@@H:9]([C:36]([O:38]C)=[O:37])[NH:10][C:11]([C:13]1[C:22]([NH:23][C:24]([NH:26][C:27]2[C:32]([CH3:33])=[CH:31][C:30]([CH3:34])=[CH:29][C:28]=2[CH3:35])=[O:25])=[CH:21][C:20]2[C:15](=[CH:16][CH:17]=[CH:18][CH:19]=2)[CH:14]=1)=[O:12].O.Cl. (6) Given the product [CH:1]1([CH2:6][CH:7]([N:11]2[C:16](=[O:17])[CH:15]=[CH:14][CH:13]=[N:12]2)[C:8]([NH:23][C:19]2[S:18][CH:22]=[CH:21][N:20]=2)=[O:10])[CH2:2][CH2:3][CH2:4][CH2:5]1, predict the reactants needed to synthesize it. The reactants are: [CH:1]1([CH2:6][CH:7]([N:11]2[C:16](=[O:17])[CH:15]=[CH:14][CH:13]=[N:12]2)[C:8]([OH:10])=O)[CH2:5][CH2:4][CH2:3][CH2:2]1.[S:18]1[CH:22]=[CH:21][N:20]=[C:19]1[NH2:23]. (7) Given the product [Cl:18][C:19]1[CH:20]=[C:21]([CH2:26][C:27]([N:6]([C@@H:5]([C:8]2[CH:9]=[CH:10][CH:11]=[CH:12][CH:13]=2)[CH2:4][N:3]([CH2:1][CH3:2])[CH2:14][CH2:15][O:16][CH3:17])[CH3:7])=[O:29])[CH:22]=[CH:23][C:24]=1[Cl:25], predict the reactants needed to synthesize it. The reactants are: [CH2:1]([N:3]([CH2:14][CH2:15][O:16][CH3:17])[CH2:4][C@H:5]([C:8]1[CH:13]=[CH:12][CH:11]=[CH:10][CH:9]=1)[NH:6][CH3:7])[CH3:2].[Cl:18][C:19]1[CH:20]=[C:21]([CH2:26][C:27]([OH:29])=O)[CH:22]=[CH:23][C:24]=1[Cl:25].C(N(CC)C(C)C)(C)C.F[B-](F)(F)F.N1(OC(N(C)C)=[N+](C)C)C2C=CC=CC=2N=N1. (8) Given the product [N:1]12[CH2:6][CH2:5][C:4]([O:9][C:10](=[O:38])[NH:11][C:12]3[CH:17]=[C:16]([CH2:18][CH2:19][CH2:20][C:21]([NH:23][C:24]4[CH:25]=[CH:26][C:27]([CH:30]=[O:31])=[CH:28][CH:29]=4)=[O:22])[CH:15]=[CH:14][C:13]=3[C:32]3[CH:37]=[CH:36][CH:35]=[CH:34][CH:33]=3)([CH2:7][CH2:8]1)[CH2:3][CH2:2]2, predict the reactants needed to synthesize it. The reactants are: [N:1]12[CH2:8][CH2:7][C:4]([O:9][C:10](=[O:38])[NH:11][C:12]3[CH:17]=[C:16]([CH2:18][CH2:19][CH2:20][C:21]([NH:23][C:24]4[CH:29]=[CH:28][C:27]([CH2:30][OH:31])=[CH:26][CH:25]=4)=[O:22])[CH:15]=[CH:14][C:13]=3[C:32]3[CH:37]=[CH:36][CH:35]=[CH:34][CH:33]=3)([CH2:5][CH2:6]1)[CH2:3][CH2:2]2.